From a dataset of Reaction yield outcomes from USPTO patents with 853,638 reactions. Predict the reaction yield, written as a fraction of the theoretical maximum amount of product (1.0 means a 100% yield; for example, 0.34 means a 34% yield). The product is [NH:15]1[C:23]2[C:18](=[CH:19][CH:20]=[C:21]([C:2]3[N:7]=[N:6][C:5]([NH2:8])=[N:4][C:3]=3[C:9]3[CH:14]=[CH:13][CH:12]=[CH:11][CH:10]=3)[CH:22]=2)[CH:17]=[CH:16]1. The yield is 0.230. No catalyst specified. The reactants are Br[C:2]1[N:7]=[N:6][C:5]([NH2:8])=[N:4][C:3]=1[C:9]1[CH:14]=[CH:13][CH:12]=[CH:11][CH:10]=1.[NH:15]1[C:23]2[C:18](=[CH:19][CH:20]=[C:21](B(O)O)[CH:22]=2)[CH:17]=[CH:16]1.